From a dataset of Forward reaction prediction with 1.9M reactions from USPTO patents (1976-2016). Predict the product of the given reaction. (1) Given the reactants C(OC([NH:8][NH:9][C:10]1([NH:13][C:14]([O:16][CH2:17][C:18]2[CH:23]=[CH:22][CH:21]=[CH:20][CH:19]=2)=[S:15])[CH2:12][CH2:11]1)=O)(C)(C)C.[ClH:24], predict the reaction product. The product is: [ClH:24].[CH2:17]([O:16][C:14](=[S:15])[NH:13][C:10]1([NH:9][NH2:8])[CH2:11][CH2:12]1)[C:18]1[CH:19]=[CH:20][CH:21]=[CH:22][CH:23]=1. (2) Given the reactants [S:1]1[C:5]2[CH:6]=[CH:7][C:8]([CH2:10][CH2:11][O:12][CH2:13][CH2:14][CH2:15][N:16]3[CH2:19][CH:18]([OH:20])[CH2:17]3)=[CH:9][C:4]=2[CH:3]=[CH:2]1.[C:21]([OH:28])(=[O:27])/[CH:22]=[CH:23]\[C:24]([OH:26])=[O:25], predict the reaction product. The product is: [C:21]([OH:28])(=[O:27])/[CH:22]=[CH:23]\[C:24]([OH:26])=[O:25].[S:1]1[C:5]2[CH:6]=[CH:7][C:8]([CH2:10][CH2:11][O:12][CH2:13][CH2:14][CH2:15][N:16]3[CH2:19][CH:18]([OH:20])[CH2:17]3)=[CH:9][C:4]=2[CH:3]=[CH:2]1. (3) Given the reactants [F:1][C:2]1[C:3](=[O:9])[NH:4][C:5](=[O:8])[NH:6][CH:7]=1.[CH2:10](Br)[C:11]1[CH:16]=[CH:15][CH:14]=[CH:13][CH:12]=1, predict the reaction product. The product is: [F:1][C:2]1[C:3](=[O:9])[NH:4][C:5](=[O:8])[N:6]([CH2:10][C:11]2[CH:16]=[CH:15][CH:14]=[CH:13][CH:12]=2)[CH:7]=1.